Task: Predict the reaction yield, written as a fraction of the theoretical maximum amount of product (1.0 means a 100% yield; for example, 0.34 means a 34% yield).. Dataset: Reaction yield outcomes from USPTO patents with 853,638 reactions (1) The reactants are [C:1]1([CH2:7][O:8][C:9]2[CH:10]=[C:11]3[C:15](=[CH:16][CH:17]=2)[N:14]([S:18]([C:21]2[CH:26]=[CH:25][CH:24]=[CH:23][CH:22]=2)(=[O:20])=[O:19])[CH:13]=[CH:12]3)[CH:6]=[CH:5][CH:4]=[CH:3][CH:2]=1.[Li]CCCC.CN([CH:35]=[O:36])C.[NH4+].[Cl-]. The catalyst is C1COCC1. The product is [C:1]1([CH2:7][O:8][C:9]2[CH:10]=[C:11]3[C:15](=[CH:16][CH:17]=2)[N:14]([S:18]([C:21]2[CH:26]=[CH:25][CH:24]=[CH:23][CH:22]=2)(=[O:20])=[O:19])[C:13]([CH:35]=[O:36])=[CH:12]3)[CH:2]=[CH:3][CH:4]=[CH:5][CH:6]=1. The yield is 0.770. (2) The reactants are C([O:3][C:4]([C:6]1[N:10]2[N:11]=[C:12]([NH:16][CH2:17][C:18]3[CH:23]=[CH:22][C:21]([O:24][CH3:25])=[CH:20][CH:19]=3)[CH:13]=[C:14]([CH3:15])[C:9]2=[N:8][CH:7]=1)=[O:5])C.[OH-].[K+]. The catalyst is C(O)C. The product is [CH3:25][O:24][C:21]1[CH:20]=[CH:19][C:18]([CH2:17][NH:16][C:12]2[CH:13]=[C:14]([CH3:15])[C:9]3[N:10]([C:6]([C:4]([OH:5])=[O:3])=[CH:7][N:8]=3)[N:11]=2)=[CH:23][CH:22]=1. The yield is 0.650. (3) The reactants are COC1C=CC(P2(SP(C3C=CC(OC)=CC=3)(=S)S2)=[S:10])=CC=1.[F:23][C:24]1([F:31])[CH2:27][CH:26]([C:28]([NH2:30])=O)[CH2:25]1. The catalyst is ClCCCl. The product is [F:23][C:24]1([F:31])[CH2:27][CH:26]([C:28](=[S:10])[NH2:30])[CH2:25]1. The yield is 0.450. (4) The reactants are [NH2:1][C:2]1[CH:7]=[CH:6][CH:5]=[CH:4][C:3]=1[SH:8].O=[CH:10][C:11]1[CH:19]=[CH:18][CH:17]=[C:14]([O:15][CH3:16])[C:12]=1[OH:13].OO.Cl. The catalyst is CCO. The product is [OH:13][C:12]1[C:14]([O:15][CH3:16])=[CH:17][CH:18]=[CH:19][C:11]=1[C:10]1[S:8][C:3]2[CH:4]=[CH:5][CH:6]=[CH:7][C:2]=2[N:1]=1. The yield is 0.790.